The task is: Regression. Given a peptide amino acid sequence and an MHC pseudo amino acid sequence, predict their binding affinity value. This is MHC class II binding data.. This data is from Peptide-MHC class II binding affinity with 134,281 pairs from IEDB. (1) The peptide sequence is GEALSTLVLNRLKVG. The MHC is DRB1_1302 with pseudo-sequence DRB1_1302. The binding affinity (normalized) is 0.689. (2) The peptide sequence is PGLLATNNVFRLKGG. The MHC is DRB1_0101 with pseudo-sequence DRB1_0101. The binding affinity (normalized) is 0.944. (3) The peptide sequence is TEAPAAPAEGEKPAE. The MHC is DRB1_1501 with pseudo-sequence DRB1_1501. The binding affinity (normalized) is 0.131. (4) The peptide sequence is VTVDAAVLAAIDADA. The MHC is DRB5_0101 with pseudo-sequence DRB5_0101. The binding affinity (normalized) is 0.207. (5) The peptide sequence is ELYYAIYKASPTLAF. The MHC is DRB1_0701 with pseudo-sequence DRB1_0701. The binding affinity (normalized) is 0.868. (6) The binding affinity (normalized) is 0.437. The MHC is DRB4_0101 with pseudo-sequence DRB4_0103. The peptide sequence is CGKYLFNWAVRTKLKLTPIA. (7) The peptide sequence is IHIGDSSKVTITDTT. The MHC is DRB1_0101 with pseudo-sequence DRB1_0101. The binding affinity (normalized) is 0.143.